From a dataset of Peptide-MHC class II binding affinity with 134,281 pairs from IEDB. Regression. Given a peptide amino acid sequence and an MHC pseudo amino acid sequence, predict their binding affinity value. This is MHC class II binding data. (1) The peptide sequence is TKVTFHVVGVGPLLH. The MHC is HLA-DQA10501-DQB10301 with pseudo-sequence HLA-DQA10501-DQB10301. The binding affinity (normalized) is 0.284. (2) The peptide sequence is QLGELYYAIHKASPV. The binding affinity (normalized) is 0.379. The MHC is HLA-DPA10103-DPB10301 with pseudo-sequence HLA-DPA10103-DPB10301. (3) The peptide sequence is RNTLLFLDLIILNFV. The MHC is H-2-IAb with pseudo-sequence H-2-IAb. The binding affinity (normalized) is 0. (4) The peptide sequence is AELRRMGLLKIFTAG. The MHC is H-2-IAd with pseudo-sequence H-2-IAd. The binding affinity (normalized) is 0.594.